This data is from Reaction yield outcomes from USPTO patents with 853,638 reactions. The task is: Predict the reaction yield, written as a fraction of the theoretical maximum amount of product (1.0 means a 100% yield; for example, 0.34 means a 34% yield). The reactants are [Cl:1][C:2]1[CH:50]=[CH:49][C:5]([CH2:6][NH:7][C:8](=[O:48])[CH2:9][C@@H:10]2[CH2:21][CH:20]=[CH:19][CH2:18][C@@H:17]([NH:22]C(=O)OCC3C4C=CC=CC=4C4C3=CC=CC=4)[C:16](=[O:40])[O:15][C@H:14]([C:41]3[CH:46]=[CH:45][CH:44]=[CH:43][CH:42]=3)[CH2:13][NH:12][C:11]2=[O:47])=[CH:4][CH:3]=1.N1CCCCC1. The catalyst is CN(C=O)C. The product is [NH2:22][C@H:17]1[C:16](=[O:40])[O:15][C@H:14]([C:41]2[CH:46]=[CH:45][CH:44]=[CH:43][CH:42]=2)[CH2:13][NH:12][C:11](=[O:47])[C@H:10]([CH2:9][C:8]([NH:7][CH2:6][C:5]2[CH:49]=[CH:50][C:2]([Cl:1])=[CH:3][CH:4]=2)=[O:48])[CH2:21][CH:20]=[CH:19][CH2:18]1. The yield is 0.730.